Predict the reactants needed to synthesize the given product. From a dataset of Full USPTO retrosynthesis dataset with 1.9M reactions from patents (1976-2016). Given the product [CH2:1]([O:8][C:9]([NH:11][C@@H:12]1[C:21]2[C:16](=[CH:17][C:18]([C:22]([NH:24][C:25]3[CH:30]=[CH:29][N:28]=[C:27]4[NH:31][CH:32]=[CH:33][C:26]=34)=[O:23])=[CH:19][CH:20]=2)[S:15][CH2:14][CH2:13]1)=[O:10])[C:2]1[CH:3]=[CH:4][CH:5]=[CH:6][CH:7]=1, predict the reactants needed to synthesize it. The reactants are: [CH2:1]([O:8][C:9]([NH:11][C@@H:12]1[C:21]2[C:16](=[CH:17][C:18]([C:22]([NH:24][C:25]3[CH:30]=[CH:29][N:28]=[C:27]4[N:31](CO)[CH:32]=[CH:33][C:26]=34)=[O:23])=[CH:19][CH:20]=2)[S:15][CH2:14][CH2:13]1)=[O:10])[C:2]1[CH:7]=[CH:6][CH:5]=[CH:4][CH:3]=1.C([O-])(=O)C.[Na+].O.